From a dataset of Catalyst prediction with 721,799 reactions and 888 catalyst types from USPTO. Predict which catalyst facilitates the given reaction. Reactant: [OH:1][N:2]1[C:6](=[O:7])[CH2:5][CH2:4][C:3]1=[O:8].[O:9]=[C:10]1[CH2:13][CH:12]([C:14](O)=[O:15])[CH2:11]1.C1CCC(N=C=NC2CCCCC2)CC1. Product: [O:9]=[C:10]1[CH2:13][CH:12]([C:14]([O:1][N:2]2[C:6](=[O:7])[CH2:5][CH2:4][C:3]2=[O:8])=[O:15])[CH2:11]1. The catalyst class is: 13.